This data is from Forward reaction prediction with 1.9M reactions from USPTO patents (1976-2016). The task is: Predict the product of the given reaction. (1) Given the reactants Br[C:2]1(Br)[CH2:8][CH2:7][CH2:6][CH2:5][NH:4][C:3]1=[O:9].[NH:11]1[CH2:16][CH2:15][CH2:14][CH2:13][CH2:12]1, predict the reaction product. The product is: [N:11]1([C:2]2[C:3](=[O:9])[NH:4][CH2:5][CH2:6][CH2:7][CH:8]=2)[CH2:16][CH2:15][CH2:14][CH2:13][CH2:12]1. (2) Given the reactants C(OC([NH:8][C@@H:9]([CH2:20][CH2:21][O:22][CH:23]([F:25])[F:24])[C:10]([O:12][CH2:13][C:14]1[CH:19]=[CH:18][CH:17]=[CH:16][CH:15]=1)=[O:11])=O)(C)(C)C, predict the reaction product. The product is: [NH2:8][C@@H:9]([CH2:20][CH2:21][O:22][CH:23]([F:24])[F:25])[C:10]([O:12][CH2:13][C:14]1[CH:19]=[CH:18][CH:17]=[CH:16][CH:15]=1)=[O:11]. (3) Given the reactants [CH2:1]([N:8](C)[CH:9]1[CH2:14][CH2:13][CH:12]([N:15]2[CH2:27][CH2:26][C:18]3[N:19]=[C:20]([N:23]([CH3:25])[CH3:24])[N:21]=[CH:22][C:17]=3[CH2:16]2)[CH2:11][CH2:10]1)C1C=CC=CC=1.[CH3:41][C:40]([O:39][C:37](O[C:37]([O:39][C:40]([CH3:43])([CH3:42])[CH3:41])=[O:38])=[O:38])([CH3:43])[CH3:42], predict the reaction product. The product is: [CH3:24][N:23]([CH3:25])[C:20]1[N:21]=[CH:22][C:17]2[CH2:16][N:15]([CH:12]3[CH2:13][CH2:14][CH:9]([N:8]([CH3:1])[C:37](=[O:38])[O:39][C:40]([CH3:41])([CH3:42])[CH3:43])[CH2:10][CH2:11]3)[CH2:27][CH2:26][C:18]=2[N:19]=1.